This data is from Catalyst prediction with 721,799 reactions and 888 catalyst types from USPTO. The task is: Predict which catalyst facilitates the given reaction. Reactant: [CH3:1][N:2]1[C:6]([C:7]([NH:9][CH2:10][CH2:11][N:12]2[CH2:17][CH2:16][O:15][CH2:14][CH2:13]2)=[O:8])=[CH:5][N:4]=[CH:3]1.N#C[Br:20].[Al]. Product: [Br:20][C:3]1[N:2]([CH3:1])[C:6]([C:7]([NH:9][CH2:10][CH2:11][N:12]2[CH2:17][CH2:16][O:15][CH2:14][CH2:13]2)=[O:8])=[CH:5][N:4]=1. The catalyst class is: 10.